Dataset: Full USPTO retrosynthesis dataset with 1.9M reactions from patents (1976-2016). Task: Predict the reactants needed to synthesize the given product. (1) The reactants are: Cl[C:2]([O:4][CH2:5][C:6]1[CH:11]=[CH:10][CH:9]=[CH:8][CH:7]=1)=[O:3].[NH:12]1[CH2:17][CH2:16][CH:15]([CH2:18][CH2:19][S:20]([C:23]2[CH:30]=[CH:29][C:26]([C:27]#[N:28])=[CH:25][CH:24]=2)(=[O:22])=[O:21])[CH2:14][CH2:13]1.C(N(CC)CC)C. Given the product [C:27]([C:26]1[CH:29]=[CH:30][C:23]([S:20]([CH2:19][CH2:18][CH:15]2[CH2:16][CH2:17][N:12]([C:2]([O:4][CH2:5][C:6]3[CH:11]=[CH:10][CH:9]=[CH:8][CH:7]=3)=[O:3])[CH2:13][CH2:14]2)(=[O:21])=[O:22])=[CH:24][CH:25]=1)#[N:28], predict the reactants needed to synthesize it. (2) Given the product [NH2:1][C:2]1[NH:4][C:5]2[CH:6]=[CH:7][CH:8]=[CH:9][C:10]=2[N:11]=1, predict the reactants needed to synthesize it. The reactants are: [N:1]#[C:2]Br.[NH2:4][C:5]1[C:10]([NH2:11])=[CH:9][CH:8]=[CH:7][C:6]=1OC.[OH-].[Na+]. (3) Given the product [NH:19]1[C:27]2[C:22](=[CH:23][CH:24]=[CH:25][CH:26]=2)[C:21]([CH:7]2[C:8]3[C:13](=[CH:12][CH:11]=[CH:10][CH:9]=3)[C:14]3[CH:1]=[CH:2][CH:3]=[CH:4][C:5]=3[N:6]2[C:15](=[O:17])[CH3:16])=[CH:20]1, predict the reactants needed to synthesize it. The reactants are: [CH:1]1[C:14]2[C:5](=[N:6][CH:7]=[C:8]3[C:13]=2[CH:12]=[CH:11][CH:10]=[CH:9]3)[CH:4]=[CH:3][CH:2]=1.[C:15](Cl)(=[O:17])[CH3:16].[NH:19]1[C:27]2[C:22](=[CH:23][CH:24]=[CH:25][CH:26]=2)[CH:21]=[CH:20]1. (4) The reactants are: C(O[BH-](OC(=O)C)OC(=O)C)(=O)C.[Na+].[Cl:15][C:16]1[CH:17]=[C:18]([CH:20]=[CH:21][C:22]=1[Cl:23])[NH2:19].[C:24]1(=O)[CH2:28][CH2:27][CH2:26][CH2:25]1.C(O)(=O)C.C(=O)(O)[O-].[Na+]. Given the product [CH:24]1([NH:19][C:18]2[CH:20]=[CH:21][C:22]([Cl:23])=[C:16]([Cl:15])[CH:17]=2)[CH2:28][CH2:27][CH2:26][CH2:25]1, predict the reactants needed to synthesize it. (5) Given the product [CH3:1][C:2]1[CH:3]=[C:4]([N:5]2[CH2:4][CH2:3][CH:2]([O:23][C:20]3[CH:19]=[CH:18][C:17]([O:16][C:15]([F:24])([F:25])[F:14])=[CH:22][CH:21]=3)[C:8]2=[O:9])[CH:6]=[CH:7][C:8]=1[O:9][CH2:10][CH2:11][S:12][CH3:13], predict the reactants needed to synthesize it. The reactants are: [CH3:1][C:2]1[CH:3]=[C:4]([CH:6]=[CH:7][C:8]=1[O:9][CH2:10][CH2:11][S:12][CH3:13])[NH2:5].[F:14][C:15]([F:25])([F:24])[O:16][C:17]1[CH:22]=[CH:21][C:20]([OH:23])=[CH:19][CH:18]=1. (6) Given the product [CH3:26][C:12]1[C:11](=[O:27])[C:10]2[C:15](=[C:16]([C:17](=[O:19])[CH:18]=[CH:28][C:29]3[CH:34]=[CH:33][CH:32]=[CH:31][CH:30]=3)[C:7]([O:6][CH2:3][CH:4]=[CH2:5])=[CH:8][CH:9]=2)[O:14][C:13]=1[C:20]1[CH:21]=[CH:22][CH:23]=[CH:24][CH:25]=1, predict the reactants needed to synthesize it. The reactants are: [OH-].[K+].[CH2:3]([O:6][C:7]1[C:16]([C:17](=[O:19])[CH3:18])=[C:15]2[C:10]([C:11](=[O:27])[C:12]([CH3:26])=[C:13]([C:20]3[CH:25]=[CH:24][CH:23]=[CH:22][CH:21]=3)[O:14]2)=[CH:9][CH:8]=1)[CH:4]=[CH2:5].[CH:28](=O)[C:29]1[CH:34]=[CH:33][CH:32]=[CH:31][CH:30]=1. (7) Given the product [F:1][C:2]1[CH:7]=[CH:6][CH:5]=[C:4]([F:8])[C:3]=1[N:9]1[C:14]2[N:15]=[C:16]([NH:53][CH2:52][C:48]3[NH:47][CH:51]=[CH:50][N:49]=3)[N:17]=[C:18]([C:19]3[CH:20]=[C:21]([CH:32]=[CH:33][C:34]=3[CH3:35])[C:22]([NH:24][C:25]3[CH:30]=[CH:29][C:28]([F:31])=[CH:27][CH:26]=3)=[O:23])[C:13]=2[CH2:12][NH:11][C:10]1=[O:39], predict the reactants needed to synthesize it. The reactants are: [F:1][C:2]1[CH:7]=[CH:6][CH:5]=[C:4]([F:8])[C:3]=1[N:9]1[C:14]2[N:15]=[C:16](S(C)=O)[N:17]=[C:18]([C:19]3[CH:20]=[C:21]([CH:32]=[CH:33][C:34]=3[CH3:35])[C:22]([NH:24][C:25]3[CH:30]=[CH:29][C:28]([F:31])=[CH:27][CH:26]=3)=[O:23])[C:13]=2[CH2:12][NH:11][C:10]1=[O:39].CN(C=O)C.Cl.Cl.[NH:47]1[CH:51]=[CH:50][N:49]=[C:48]1[CH2:52][NH2:53].C(N(CC)C(C)C)(C)C. (8) Given the product [CH3:1][O:2][C:3](=[O:13])[CH2:4][O:5][C:6]1[CH:11]=[CH:10][C:9]([NH:12][C:23](=[O:24])[CH2:22][O:21][CH2:14][C:15]2[CH:20]=[CH:19][CH:18]=[CH:17][CH:16]=2)=[CH:8][CH:7]=1, predict the reactants needed to synthesize it. The reactants are: [CH3:1][O:2][C:3](=[O:13])[CH2:4][O:5][C:6]1[CH:11]=[CH:10][C:9]([NH2:12])=[CH:8][CH:7]=1.[CH2:14]([O:21][CH2:22][C:23](O)=[O:24])[C:15]1[CH:20]=[CH:19][CH:18]=[CH:17][CH:16]=1.C1(N=C=NC2CCCCC2)CCCCC1. (9) Given the product [I:22][CH2:3][CH2:2][CH2:1][C:4]([C:5]1[CH:10]=[CH:9][C:8]([C:11]([CH3:16])([CH3:15])[C:12]([OH:14])=[O:13])=[CH:7][CH:6]=1)=[O:17], predict the reactants needed to synthesize it. The reactants are: [CH:1]1([C:4](=[O:17])[C:5]2[CH:10]=[CH:9][C:8]([C:11]([CH3:16])([CH3:15])[C:12]([OH:14])=[O:13])=[CH:7][CH:6]=2)[CH2:3][CH2:2]1.C[Si]([I:22])(C)C.S(=O)(O)[O-].[Na+].